From a dataset of Full USPTO retrosynthesis dataset with 1.9M reactions from patents (1976-2016). Predict the reactants needed to synthesize the given product. (1) The reactants are: [CH2:1]([O:8][C:9]([N:11]1[CH2:16][CH2:15][CH:14]([CH2:17][NH2:18])[CH2:13][CH2:12]1)=[O:10])[C:2]1[CH:7]=[CH:6][CH:5]=[CH:4][CH:3]=1.C(N(CC)C(C)C)(C)C.Cl[C:29]1[N:34]=[C:33]([Cl:35])[N:32]=[C:31]([Cl:36])[C:30]=1[Cl:37]. Given the product [CH2:1]([O:8][C:9]([N:11]1[CH2:16][CH2:15][CH:14]([CH2:17][NH:18][C:29]2[C:30]([Cl:37])=[C:31]([Cl:36])[N:32]=[C:33]([Cl:35])[N:34]=2)[CH2:13][CH2:12]1)=[O:10])[C:2]1[CH:7]=[CH:6][CH:5]=[CH:4][CH:3]=1, predict the reactants needed to synthesize it. (2) Given the product [NH2:18][C:14]1[CH:13]=[C:12]([NH:11][C:9](=[O:10])[C:8]2[CH:21]=[CH:22][CH:23]=[C:6]([C:3]([C:1]#[N:2])([CH3:5])[CH3:4])[CH:7]=2)[CH:17]=[CH:16][CH:15]=1, predict the reactants needed to synthesize it. The reactants are: [C:1]([C:3]([C:6]1[CH:7]=[C:8]([CH:21]=[CH:22][CH:23]=1)[C:9]([NH:11][C:12]1[CH:17]=[CH:16][CH:15]=[C:14]([N+:18]([O-])=O)[CH:13]=1)=[O:10])([CH3:5])[CH3:4])#[N:2].O1CCCC1. (3) Given the product [C:30]([C:29]1[CH:33]=[C:25]([C:24]2[C:19]([C@@H:9]([NH:8][C:47]([CH:43]3[CH2:44][CH2:45][CH2:46][N:42]3[C:40]([CH:35]3[CH2:39][CH2:38][CH2:37][CH2:36]3)=[O:41])=[O:48])[CH2:10][C:11]3[CH:12]=[C:13]([F:18])[CH:14]=[C:15]([F:17])[CH:16]=3)=[N:20][CH:21]=[CH:22][CH:23]=2)[CH:26]=[CH:27][C:28]=1[F:34])(=[O:31])[NH2:32], predict the reactants needed to synthesize it. The reactants are: FC(F)(F)C(O)=O.[NH2:8][C@H:9]([C:19]1[C:24]([C:25]2[CH:26]=[CH:27][C:28]([F:34])=[C:29]([CH:33]=2)[C:30]([NH2:32])=[O:31])=[CH:23][CH:22]=[CH:21][N:20]=1)[CH2:10][C:11]1[CH:16]=[C:15]([F:17])[CH:14]=[C:13]([F:18])[CH:12]=1.[CH:35]1([C:40]([N:42]2[CH2:46][CH2:45][CH2:44][CH:43]2[C:47](O)=[O:48])=[O:41])[CH2:39][CH2:38][CH2:37][CH2:36]1. (4) Given the product [CH2:18]([C:9]([CH2:8][C:5]1[CH:6]=[N:7][C:2]([Cl:1])=[CH:3][CH:4]=1)([C:12]#[N:13])[C:10]#[N:11])[CH:17]=[CH2:16], predict the reactants needed to synthesize it. The reactants are: [Cl:1][C:2]1[N:7]=[CH:6][C:5]([CH2:8][CH:9]([C:12]#[N:13])[C:10]#[N:11])=[CH:4][CH:3]=1.[H-].[Na+].[CH2:16](Br)[CH:17]=[CH2:18].Cl. (5) The reactants are: [NH2:1][CH2:2][C:3]([OH:5])=[O:4].[CH:6]1[C:18]2[CH:17]([CH2:19][O:20][C:21](Cl)=[O:22])[C:16]3[C:11](=[CH:12][CH:13]=[CH:14][CH:15]=3)[C:10]=2[CH:9]=[CH:8][CH:7]=1.O. Given the product [NH:1]([C:21]([O:20][CH2:19][CH:17]1[C:16]2[C:11](=[CH:12][CH:13]=[CH:14][CH:15]=2)[C:10]2[C:18]1=[CH:6][CH:7]=[CH:8][CH:9]=2)=[O:22])[CH2:2][C:3]([OH:5])=[O:4], predict the reactants needed to synthesize it. (6) Given the product [CH2:32]([C:14]1[CH:15]=[C:16]([CH:19]2[CH2:24][CH2:23][NH:22][CH2:21][CH2:20]2)[CH:17]=[CH:18][C:13]=1[NH:12][C:4]1[N:3]=[C:2]([CH2:35][CH2:34][C:36]2[CH:41]=[CH:40][CH:39]=[CH:38][C:37]=2[CH2:42][C:43]([NH2:68])=[O:45])[C:7]([C:8]([F:9])([F:11])[F:10])=[CH:6][N:5]=1)[CH3:33], predict the reactants needed to synthesize it. The reactants are: Cl[C:2]1[C:7]([C:8]([F:11])([F:10])[F:9])=[CH:6][N:5]=[C:4]([NH:12][C:13]2[CH:18]=[CH:17][C:16]([CH:19]3[CH2:24][CH2:23][N:22](C(OC(C)(C)C)=O)[CH2:21][CH2:20]3)=[CH:15][C:14]=2[CH2:32][CH3:33])[N:3]=1.[C:34]([C:36]1[CH:41]=[CH:40][CH:39]=[CH:38][C:37]=1[CH2:42][C:43]([O:45]C)=O)#[CH:35].C1(P(C2C=CC=CC=2)C2C=CC=CC=2)C=CC=CC=1.C([N:68](CC)CC)C. (7) Given the product [F:58][C:30]([F:29])([F:57])[C:31]1[CH:32]=[C:33]([CH:48]=[C:49]([N:51]2[CH:55]=[C:54]([CH3:56])[N:53]=[CH:52]2)[CH:50]=1)[C:34]([NH:36][C:37]1[CH:38]=[CH:39][C:40]([CH3:47])=[C:41]([CH:42]=[O:43])[CH:46]=1)=[O:35], predict the reactants needed to synthesize it. The reactants are: CN1CCN(CC2C=CC(C(NC3C=CC(C)=C(C=3)C(OC)=O)=O)=CC=2)CC1.[F:29][C:30]([F:58])([F:57])[C:31]1[CH:32]=[C:33]([CH:48]=[C:49]([N:51]2[CH:55]=[C:54]([CH3:56])[N:53]=[CH:52]2)[CH:50]=1)[C:34]([NH:36][C:37]1[CH:38]=[CH:39][C:40]([CH3:47])=[C:41]([CH:46]=1)[C:42](OC)=[O:43])=[O:35]. (8) The reactants are: [CH3:1][O:2][C:3]1[NH:4][C:5](=[O:27])[C:6]([CH2:12][C:13]2[CH:18]=[CH:17][C:16]([C:19]3[C:20]([C:25]#[N:26])=[CH:21][CH:22]=[CH:23][CH:24]=3)=[CH:15][CH:14]=2)=[C:7]([CH2:9][CH2:10][CH3:11])[N:8]=1.[CH3:28][C:29]1([CH3:41])[CH2:33][C:32]2[CH:34]=[C:35](B(O)O)[CH:36]=[CH:37][C:31]=2[O:30]1.C(N(CC)CC)C.N1C=CC=CC=1. Given the product [CH3:28][C:29]1([CH3:41])[CH2:33][C:32]2[CH:34]=[C:35]([N:4]3[C:5](=[O:27])[C:6]([CH2:12][C:13]4[CH:18]=[CH:17][C:16]([C:19]5[C:20]([C:25]#[N:26])=[CH:21][CH:22]=[CH:23][CH:24]=5)=[CH:15][CH:14]=4)=[C:7]([CH2:9][CH2:10][CH3:11])[N:8]=[C:3]3[O:2][CH3:1])[CH:36]=[CH:37][C:31]=2[O:30]1, predict the reactants needed to synthesize it. (9) Given the product [F:1][C:2]1[CH:26]=[C:25]([N+:27]([O-:29])=[O:28])[CH:24]=[CH:23][C:3]=1[O:4][C:5]1[CH:10]=[CH:9][N:8]=[C:7]2[CH:11]=[C:12]([C:14]3[N:15]([CH3:22])[C:16]([C:19]([N:30]4[CH2:34][CH2:33][CH2:32][CH2:31]4)=[O:20])=[CH:17][N:18]=3)[S:13][C:6]=12, predict the reactants needed to synthesize it. The reactants are: [F:1][C:2]1[CH:26]=[C:25]([N+:27]([O-:29])=[O:28])[CH:24]=[CH:23][C:3]=1[O:4][C:5]1[CH:10]=[CH:9][N:8]=[C:7]2[CH:11]=[C:12]([C:14]3[N:15]([CH3:22])[C:16]([C:19](Cl)=[O:20])=[CH:17][N:18]=3)[S:13][C:6]=12.[NH:30]1[CH2:34][CH2:33][CH2:32][CH2:31]1. (10) Given the product [F:32][C:19]1[CH:20]=[CH:21][C:22]([C:52]2[CH:57]=[CH:56][CH:55]=[CH:54][CH:53]=2)=[CH:23][C:18]=1[C@:15]1([CH3:17])[CH2:14][C@@H:13]([C:33]([F:35])([F:36])[F:34])[O:12][C:11]([NH2:10])=[N:16]1, predict the reactants needed to synthesize it. The reactants are: COC1C=CC(C(C2C=CC(OC)=CC=2)(C2C=CC=CC=2)[NH:10][C:11]2[O:12][C@H:13]([C:33]([F:36])([F:35])[F:34])[CH2:14][C@:15]([C:18]3[CH:23]=[C:22](B4OCC(C)(C)CO4)[CH:21]=[CH:20][C:19]=3[F:32])([CH3:17])[N:16]=2)=CC=1.Br[C:52]1[CH:57]=[CH:56][CH:55]=[CH:54][CH:53]=1.FC(F)(F)C(O)=O.